Dataset: Catalyst prediction with 721,799 reactions and 888 catalyst types from USPTO. Task: Predict which catalyst facilitates the given reaction. (1) Reactant: [C:1]1([CH:7]([O:10][Si](C)(C)C)[C:8]#N)[CH:6]=[CH:5][CH:4]=[CH:3][CH:2]=1.C[Si]([N-][Si](C)(C)C)(C)C.[Li+].BrC[C:27]1[CH:28]=[C:29]([F:36])[C:30]([S:34][CH3:35])=[C:31]([F:33])[CH:32]=1.Cl. Product: [F:36][C:29]1[CH:28]=[C:27]([CH2:8][C:7]([C:1]2[CH:6]=[CH:5][CH:4]=[CH:3][CH:2]=2)=[O:10])[CH:32]=[C:31]([F:33])[C:30]=1[S:34][CH3:35]. The catalyst class is: 1. (2) Reactant: [CH2:1]([N:8]1[CH2:13][CH2:12][CH:11]([NH2:14])[CH2:10][CH2:9]1)[C:2]1[CH:7]=[CH:6][CH:5]=[CH:4][CH:3]=1.C(N(CC)CC)C.[S:22]([O:26][C:27]1[C:28](=[CH:30][CH:31]=[CH:32][CH:33]=1)[OH:29])(O)(=[O:24])=[O:23].[Cl-].[Na+]. Product: [CH2:1]([N:8]1[CH2:13][CH2:12][CH:11]([NH:14][S:22](=[O:23])(=[O:24])[O:26][C:27]2[CH:33]=[CH:32][CH:31]=[CH:30][C:28]=2[OH:29])[CH2:10][CH2:9]1)[C:2]1[CH:3]=[CH:4][CH:5]=[CH:6][CH:7]=1. The catalyst class is: 204. (3) Reactant: [CH3:1][C:2]1[C:10]([CH3:11])=[CH:9][CH:8]=[C:7]2[C:3]=1[CH:4]=[C:5]([C:17]([O:19]CC)=[O:18])[N:6]2[CH2:12][CH2:13][CH2:14][C:15]#[N:16].[OH-].[Na+]. Product: [CH3:1][C:2]1[C:10]([CH3:11])=[CH:9][CH:8]=[C:7]2[C:3]=1[CH:4]=[C:5]([C:17]([OH:19])=[O:18])[N:6]2[CH2:12][CH2:13][CH2:14][C:15]#[N:16]. The catalyst class is: 12. (4) Reactant: B(O)(O)O.[OH-:5].[K+].C([O:9][CH2:10][CH:11]([O:40]C=O)[CH2:12][NH:13][C:14](=[O:39])[C:15]1[C:20]([I:21])=[C:19]([NH:22][CH:23]=[O:24])[C:18]([I:25])=[C:17]([C:26](=[O:37])[NH:27][CH:28]([CH2:33][O:34]C=O)[CH2:29][O:30]C=O)[C:16]=1[I:38])=O.[CH2:43]([CH:45]1[O:47][CH2:46]1)Cl. Product: [OH:47][CH:45]([CH2:43][N:22]([C:19]1[C:20]([I:21])=[C:15]([C:14]([NH:13][CH2:12][CH:11]([OH:40])[CH2:10][OH:9])=[O:39])[C:16]([I:38])=[C:17]([C:18]=1[I:25])[C:26]([NH:27][CH:28]([CH2:29][OH:30])[CH2:33][OH:34])=[O:37])[CH:23]=[O:24])[CH2:46][N:22]([C:19]1[C:20]([I:21])=[C:15]([C:14]([NH:13][CH2:12][CH:11]([OH:40])[CH2:10][OH:9])=[O:39])[C:16]([I:38])=[C:17]([C:18]=1[I:25])[C:26]([NH:27][CH:28]([CH2:29][OH:30])[CH2:33][OH:34])=[O:37])[CH:23]=[O:5]. The catalyst class is: 72. (5) Reactant: [Br:1][C:2]1[CH:3]=[CH:4][C:5]2[NH:10][C:9](=[O:11])[O:8][CH2:7][C:6]=2[CH:12]=1.[H-].[Na+].[CH3:15]I. Product: [Br:1][C:2]1[CH:3]=[CH:4][C:5]2[N:10]([CH3:15])[C:9](=[O:11])[O:8][CH2:7][C:6]=2[CH:12]=1. The catalyst class is: 9. (6) Reactant: [OH:1][C:2]1[CH:28]=[CH:27][C:5]([CH2:6][N:7]([C:17]2[CH:22]=[CH:21][C:20]([CH2:23][CH2:24][CH:25]=O)=[CH:19][CH:18]=2)[S:8]([C:11]2[CH:16]=[CH:15][CH:14]=[CH:13][CH:12]=2)(=[O:10])=[O:9])=[CH:4][CH:3]=1.[NH:29]1[CH2:33][CH2:32][CH2:31][CH2:30]1.[BH-](OC(C)=O)(OC(C)=O)OC(C)=O.[Na+].C(=O)(O)[O-].[Na+]. Product: [OH:1][C:2]1[CH:28]=[CH:27][C:5]([CH2:6][N:7]([C:17]2[CH:18]=[CH:19][C:20]([CH2:23][CH2:24][CH2:25][N:29]3[CH2:33][CH2:32][CH2:31][CH2:30]3)=[CH:21][CH:22]=2)[S:8]([C:11]2[CH:16]=[CH:15][CH:14]=[CH:13][CH:12]=2)(=[O:9])=[O:10])=[CH:4][CH:3]=1. The catalyst class is: 2.